From a dataset of Reaction yield outcomes from USPTO patents with 853,638 reactions. Predict the reaction yield, written as a fraction of the theoretical maximum amount of product (1.0 means a 100% yield; for example, 0.34 means a 34% yield). (1) The reactants are [H-].[Na+].[Br-].[Li+].[Cl:5][C:6]1[NH:11][C:10](=[O:12])[NH:9][C:8](=[O:13])[CH:7]=1.[Cl:14][C:15]1[CH:22]=[CH:21][C:18]([CH2:19]Br)=[CH:17][CH:16]=1. The product is [Cl:5][C:6]1[N:11]([CH2:19][C:18]2[CH:21]=[CH:22][C:15]([Cl:14])=[CH:16][CH:17]=2)[C:10](=[O:12])[NH:9][C:8](=[O:13])[CH:7]=1. The catalyst is O.CN(C=O)C. The yield is 0.420. (2) The reactants are [Br:1][C:2]1[CH:3]=[C:4]([CH:8]=[CH:9][N:10]=1)[C:5]([OH:7])=O.CCN=C=NCCCN(C)C.Cl.[F:23][C:24]([F:34])([F:33])[C:25]1[CH:26]=[C:27]([CH:30]=[CH:31][CH:32]=1)[CH2:28][NH2:29]. The catalyst is ClCCl.CN(C)C1C=CN=CC=1. The product is [F:23][C:24]([F:33])([F:34])[C:25]1[CH:26]=[C:27]([CH:30]=[CH:31][CH:32]=1)[CH2:28][NH:29][C:5](=[O:7])[C:4]1[CH:8]=[CH:9][N:10]=[C:2]([Br:1])[CH:3]=1. The yield is 0.590. (3) No catalyst specified. The product is [CH2:34]([N:22]1[CH:23]=[C:24]([C:26]2[CH:31]=[CH:30][C:29]([Cl:32])=[CH:28][C:27]=2[Cl:33])[N:25]=[C:21]1[C@@H:20]([NH:38][C:4](=[O:3])[CH2:5][CH2:6][CH2:7][C:41]1[NH:40][C:48]2[C:43]([CH:42]=1)=[CH:44][CH:45]=[CH:46][CH:47]=2)[CH2:19][C:16]1[CH:17]=[CH:18][C:13]([O:12][CH2:11][C:8]2[CH:9]=[CH:10][C:5]([C:4]([OH:3])=[O:39])=[CH:6][CH:7]=2)=[CH:14][CH:15]=1)[CH2:35][CH2:36][CH3:37]. The yield is 0.670. The reactants are Cl.C[O:3][C:4](=[O:39])[C:5]1[CH:10]=[CH:9][C:8]([CH2:11][O:12][C:13]2[CH:18]=[CH:17][C:16]([CH2:19][C@H:20]([NH2:38])[C:21]3[N:22]([CH2:34][CH2:35][CH2:36][CH3:37])[CH:23]=[C:24]([C:26]4[CH:31]=[CH:30][C:29]([Cl:32])=[CH:28][C:27]=4[Cl:33])[N:25]=3)=[CH:15][CH:14]=2)=[CH:7][CH:6]=1.[NH:40]1[C:48]2[C:43](=[CH:44][CH:45]=[CH:46][CH:47]=2)[C:42](CCCC(O)=O)=[CH:41]1. (4) The reactants are O=[C:2]([CH3:15])[CH2:3][C:4]1[O:9][C:8](=[O:10])[C:7]2[CH:11]=[CH:12][CH:13]=[CH:14][C:6]=2[N:5]=1.[NH:16]([CH2:18][C:19]1[CH:20]=[N:21][CH:22]=[CH:23][CH:24]=1)[NH2:17].ClCC1C=NC=CC=1. The catalyst is C(O)C. The product is [CH3:15][C:2]1[CH:3]=[C:4]([NH:5][C:6]2[CH:14]=[CH:13][CH:12]=[CH:11][C:7]=2[C:8]([OH:9])=[O:10])[N:16]([CH2:18][C:19]2[CH:20]=[N:21][CH:22]=[CH:23][CH:24]=2)[N:17]=1. The yield is 0.670. (5) The reactants are [Cl:1][C:2]1[N:7]=[C:6]([C:8]([O:10][CH3:11])=[O:9])[C:5]([N+:12]([O-:14])=[O:13])=[C:4](Cl)[N:3]=1.[C:16]([B-](F)(F)F)([CH3:18])=[CH2:17].[K+].C(=O)([O-])[O-].[Cs+].[Cs+]. The catalyst is C1COCC1.O.C([O-])(=O)C.[Pd+2].C([O-])(=O)C.C1(P(C2C=CC=CC=2)C2C=CC=CC=2)C=CC=CC=1. The product is [Cl:1][C:2]1[N:7]=[C:6]([C:8]([O:10][CH3:11])=[O:9])[C:5]([N+:12]([O-:14])=[O:13])=[C:4]([C:16]([CH3:18])=[CH2:17])[N:3]=1. The yield is 0.890. (6) The reactants are Br[C:2]1[N:3]=[C:4]2[N:11]([CH2:12][CH2:13][N:14]3[CH2:19][CH2:18][O:17][CH2:16][CH2:15]3)[CH2:10][C:9](=[O:20])[NH:8][C:5]2=[N:6][CH:7]=1.C[Sn](C)(C)[C:23]1[CH:24]=[CH:25][C:26]([C:29]([OH:32])([CH3:31])[CH3:30])=[N:27][CH:28]=1. The catalyst is CN(C)C=O.C1C=CC(P(C2C=CC=CC=2)[C-]2C=CC=C2)=CC=1.C1C=CC(P(C2C=CC=CC=2)[C-]2C=CC=C2)=CC=1.Cl[Pd]Cl.[Fe+2]. The product is [OH:32][C:29]([C:26]1[N:27]=[CH:28][C:23]([C:2]2[N:3]=[C:4]3[N:11]([CH2:12][CH2:13][N:14]4[CH2:19][CH2:18][O:17][CH2:16][CH2:15]4)[CH2:10][C:9](=[O:20])[NH:8][C:5]3=[N:6][CH:7]=2)=[CH:24][CH:25]=1)([CH3:31])[CH3:30]. The yield is 0.260. (7) The reactants are [Br:1][C:2]1[CH:3]=[CH:4][C:5](F)=[N:6][CH:7]=1.[CH3:9][O:10][CH2:11][CH2:12][NH2:13].C(N(CC)C(C)C)(C)C. The catalyst is CS(C)=O. The product is [Br:1][C:2]1[CH:3]=[CH:4][C:5]([NH:13][CH2:12][CH2:11][O:10][CH3:9])=[N:6][CH:7]=1. The yield is 0.990. (8) The reactants are [CH3:1][O:2][C:3](=[O:14])[C:4]1[CH:9]=[C:8]([CH:10]([F:12])[F:11])[N:7]=[C:6](Cl)[CH:5]=1.C1(P(C2C=CC=CC=2)C2C=CC3C(=CC=CC=3)C=2C2C3C(=CC=CC=3)C=CC=2P(C2C=CC=CC=2)C2C=CC=CC=2)C=CC=CC=1.C(=O)([O-])[O-].[Cs+].[Cs+].[C@@H:67]([NH2:71])([CH2:69][CH3:70])[CH3:68]. The catalyst is C1(C)C=CC=CC=1.C(OCC)C.C([O-])(=O)C.[Pd+2].C([O-])(=O)C. The product is [CH3:1][O:2][C:3](=[O:14])[C:4]1[CH:9]=[C:8]([CH:10]([F:12])[F:11])[N:7]=[C:6]([NH:71][C@H:67]([CH2:69][CH3:70])[CH3:68])[CH:5]=1. The yield is 0.600. (9) The reactants are CN(C)C=O.[CH2:6]([O:13][C:14]1[CH:21]=[CH:20][C:17]([CH:18]=O)=[C:16]([OH:22])[CH:15]=1)[C:7]1[CH:12]=[CH:11][CH:10]=[CH:9][CH:8]=1.Br[CH2:24][C:25]([O:27][CH2:28][CH3:29])=[O:26].C(=O)([O-])[O-].[K+].[K+]. The product is [CH2:28]([O:27][C:25]([C:24]1[O:22][C:16]2[CH:15]=[C:14]([O:13][CH2:6][C:7]3[CH:12]=[CH:11][CH:10]=[CH:9][CH:8]=3)[CH:21]=[CH:20][C:17]=2[CH:18]=1)=[O:26])[CH3:29]. The yield is 0.760. The catalyst is O. (10) The reactants are Cl.O1[C:6]2([CH2:11][CH2:10][CH:9]([C:12]3[CH:17]=[CH:16][N:15]=[CH:14][CH:13]=3)[CH2:8][CH2:7]2)[O:5]CC1. The catalyst is C1COCC1. The product is [N:15]1[CH:16]=[CH:17][C:12]([CH:9]2[CH2:8][CH2:7][C:6](=[O:5])[CH2:11][CH2:10]2)=[CH:13][CH:14]=1. The yield is 0.690.